From a dataset of Forward reaction prediction with 1.9M reactions from USPTO patents (1976-2016). Predict the product of the given reaction. (1) Given the reactants C([O:3][C:4](=[O:38])[C:5]([CH3:37])([O:7][C:8]1[CH:13]=[CH:12][C:11]([O:14][CH2:15][CH2:16][CH:17]([O:21][C:22]2[CH:36]=[CH:35][C:25]3[C:26]([C:29]4[CH:34]=[CH:33][CH:32]=[CH:31][CH:30]=4)=[CH:27][O:28][C:24]=3[CH:23]=2)[CH2:18][CH2:19][CH3:20])=[CH:10][CH:9]=1)[CH3:6])C.[OH-].[Na+].Cl, predict the reaction product. The product is: [CH3:6][C:5]([O:7][C:8]1[CH:13]=[CH:12][C:11]([O:14][CH2:15][CH2:16][CH:17]([O:21][C:22]2[CH:36]=[CH:35][C:25]3[C:26]([C:29]4[CH:30]=[CH:31][CH:32]=[CH:33][CH:34]=4)=[CH:27][O:28][C:24]=3[CH:23]=2)[CH2:18][CH2:19][CH3:20])=[CH:10][CH:9]=1)([CH3:37])[C:4]([OH:38])=[O:3]. (2) Given the reactants [CH2:1]([O:3][CH2:4][O:5][C:6]1[CH:11]=[C:10]([O:12][CH2:13][O:14][CH2:15][CH3:16])[CH:9]=[CH:8][C:7]=1[O:17][CH:18]([CH3:20])[CH3:19])[CH3:2].[Li][CH2:22]CCC.CI, predict the reaction product. The product is: [CH2:15]([O:14][CH2:13][O:12][C:10]1[CH:9]=[CH:8][C:7]([O:17][CH:18]([CH3:20])[CH3:19])=[C:6]([O:5][CH2:4][O:3][CH2:1][CH3:2])[C:11]=1[CH3:22])[CH3:16]. (3) Given the reactants [C:1]([C:3]1[C:4]([N:16]2[CH2:19][CH:18]([C:20](O)=[O:21])[CH2:17]2)=[N:5][C:6]([O:14][CH3:15])=[C:7]([C:9]([O:11][CH2:12][CH3:13])=[O:10])[CH:8]=1)#[N:2].[F:23][C:24]1[CH:25]=[C:26]([CH2:31][S:32]([NH2:35])(=[O:34])=[O:33])[CH:27]=[CH:28][C:29]=1[F:30], predict the reaction product. The product is: [CH2:12]([O:11][C:9](=[O:10])[C:7]1[CH:8]=[C:3]([C:1]#[N:2])[C:4]([N:16]2[CH2:19][CH:18]([C:20](=[O:21])[NH:35][S:32]([CH2:31][C:26]3[CH:27]=[CH:28][C:29]([F:30])=[C:24]([F:23])[CH:25]=3)(=[O:33])=[O:34])[CH2:17]2)=[N:5][C:6]=1[O:14][CH3:15])[CH3:13].